This data is from Peptide-MHC class I binding affinity with 185,985 pairs from IEDB/IMGT. The task is: Regression. Given a peptide amino acid sequence and an MHC pseudo amino acid sequence, predict their binding affinity value. This is MHC class I binding data. (1) The binding affinity (normalized) is 0.771. The peptide sequence is SSAYVFSVK. The MHC is HLA-A03:01 with pseudo-sequence HLA-A03:01. (2) The peptide sequence is RQLLWRYQI. The MHC is HLA-B27:05 with pseudo-sequence HLA-B27:05. The binding affinity (normalized) is 0.851. (3) The peptide sequence is QVIEYLKPY. The MHC is HLA-B51:01 with pseudo-sequence HLA-B51:01. The binding affinity (normalized) is 0.0847.